Dataset: Forward reaction prediction with 1.9M reactions from USPTO patents (1976-2016). Task: Predict the product of the given reaction. (1) Given the reactants [Br:1][C:2]1[CH:3]=[N:4][C:5]2[C:10]([CH:11]=1)=[CH:9][C:8]([OH:12])=[CH:7][CH:6]=2.Br[CH:14]([CH2:26][O:27][CH3:28])[C:15]([NH:17][C:18]([CH3:25])([CH3:24])[C:19]#[C:20][CH2:21][O:22][CH3:23])=[O:16], predict the reaction product. The product is: [Br:1][C:2]1[CH:3]=[N:4][C:5]2[C:10]([CH:11]=1)=[CH:9][C:8]([O:12][CH:14]([CH2:26][O:27][CH3:28])[C:15]([NH:17][C:18]([CH3:25])([CH3:24])[C:19]#[C:20][CH2:21][O:22][CH3:23])=[O:16])=[CH:7][CH:6]=2. (2) Given the reactants [C:1]([O:5][C:6]1[CH:11]=[N:10][CH:9]=[C:8]([CH:12]=[CH2:13])[N:7]=1)([CH3:4])([CH3:3])[CH3:2].[F:14][C:15]1[CH:28]=[CH:27][CH:26]=[CH:25][C:16]=1[O:17][CH2:18][CH:19]1[CH2:24][CH2:23][NH:22][CH2:21][CH2:20]1, predict the reaction product. The product is: [C:1]([O:5][C:6]1[CH:11]=[N:10][CH:9]=[C:8]([CH2:12][CH2:13][N:22]2[CH2:21][CH2:20][CH:19]([CH2:18][O:17][C:16]3[CH:25]=[CH:26][CH:27]=[CH:28][C:15]=3[F:14])[CH2:24][CH2:23]2)[N:7]=1)([CH3:4])([CH3:3])[CH3:2]. (3) Given the reactants [Cl:1][C:2]1[CH:3]=[CH:4][C:5]2[O:9][CH:8]=[C:7]([CH2:10][CH2:11]I)[C:6]=2[CH:13]=1.[CH3:14][C:15]1[CH:16]=[C:17]2[C:22](=[C:23]([N:25]3[CH2:30][CH2:29][NH:28][CH2:27][CH2:26]3)[CH:24]=1)[N:21]=[CH:20][CH:19]=[CH:18]2, predict the reaction product. The product is: [Cl:1][C:2]1[CH:3]=[CH:4][C:5]2[O:9][CH:8]=[C:7]([CH2:10][CH2:11][N:28]3[CH2:29][CH2:30][N:25]([C:23]4[CH:24]=[C:15]([CH3:14])[CH:16]=[C:17]5[C:22]=4[N:21]=[CH:20][CH:19]=[CH:18]5)[CH2:26][CH2:27]3)[C:6]=2[CH:13]=1. (4) Given the reactants Cl.CN.[CH2:4]([N:6](CC)CC)C.[Br:11][C:12]1[CH:13]=[CH:14][C:15]([O:22][CH3:23])=[C:16]([S:18](Cl)(=[O:20])=[O:19])[CH:17]=1, predict the reaction product. The product is: [Br:11][C:12]1[CH:13]=[CH:14][C:15]([O:22][CH3:23])=[C:16]([S:18]([NH:6][CH3:4])(=[O:20])=[O:19])[CH:17]=1.